This data is from Full USPTO retrosynthesis dataset with 1.9M reactions from patents (1976-2016). The task is: Predict the reactants needed to synthesize the given product. Given the product [Cl:19][C:5]1[C:6]([NH:8][C:9]2[CH:14]=[CH:13][CH:12]=[C:11]([S:15][CH2:16][CH2:17][OH:18])[CH:10]=2)=[N:7][C:2]([NH:20][C:21]2[CH:22]=[C:23]([CH:28]=[C:29]([OH:31])[CH:30]=2)[C:24]([O:26][CH3:27])=[O:25])=[N:3][CH:4]=1, predict the reactants needed to synthesize it. The reactants are: Cl[C:2]1[N:7]=[C:6]([NH:8][C:9]2[CH:10]=[C:11]([S:15][CH2:16][CH2:17][OH:18])[CH:12]=[CH:13][CH:14]=2)[C:5]([Cl:19])=[CH:4][N:3]=1.[NH2:20][C:21]1[CH:22]=[C:23]([CH:28]=[C:29]([OH:31])[CH:30]=1)[C:24]([O:26][CH3:27])=[O:25].